Dataset: Full USPTO retrosynthesis dataset with 1.9M reactions from patents (1976-2016). Task: Predict the reactants needed to synthesize the given product. (1) The reactants are: [CH3:1][N:2]1[C:10]2[C:5](=[CH:6][C:7](B3OC(C)(C)C(C)(C)O3)=[CH:8][CH:9]=2)[CH2:4][C:3]1=[O:20].Br[C:22]1[CH:23]=[N:24][CH:25]=[C:26]([O:28][CH2:29][CH3:30])[CH:27]=1.P([O-])([O-])([O-])=O.[K+].[K+].[K+].CN(C=O)C. Given the product [CH2:29]([O:28][C:26]1[CH:27]=[C:22]([C:7]2[CH:6]=[C:5]3[C:10](=[CH:9][CH:8]=2)[N:2]([CH3:1])[C:3](=[O:20])[CH2:4]3)[CH:23]=[N:24][CH:25]=1)[CH3:30], predict the reactants needed to synthesize it. (2) Given the product [CH:1]1([C:4]2[NH:8][C:7]3[CH:9]=[C:10]([C:29]4[C:30]([CH3:35])=[N:31][O:32][C:33]=4[CH3:34])[CH:11]=[C:12]([C:13]([OH:14])([C:15]4[CH:20]=[CH:19][CH:18]=[CH:17][N:16]=4)[C:21]4[CH:26]=[CH:25][C:24]([OH:27])=[N:23][CH:22]=4)[C:6]=3[N:5]=2)[CH2:2][CH2:3]1, predict the reactants needed to synthesize it. The reactants are: [CH:1]1([C:4]2[NH:8][C:7]3[CH:9]=[C:10]([C:29]4[C:30]([CH3:35])=[N:31][O:32][C:33]=4[CH3:34])[CH:11]=[C:12]([C:13]([C:21]4[CH:22]=[N:23][C:24]([O:27]C)=[CH:25][CH:26]=4)([C:15]4[CH:20]=[CH:19][CH:18]=[CH:17][N:16]=4)[OH:14])[C:6]=3[N:5]=2)[CH2:3][CH2:2]1.Cl. (3) Given the product [NH2:14][C:3]1[CH:4]=[C:5]([C:8]2[NH:12][C:11]([CH3:13])=[N:10][N:9]=2)[CH:6]=[CH:7][C:2]=1[Cl:1], predict the reactants needed to synthesize it. The reactants are: [Cl:1][C:2]1[CH:7]=[CH:6][C:5]([C:8]2[NH:12][C:11]([CH3:13])=[N:10][N:9]=2)=[CH:4][C:3]=1[N+:14]([O-])=O.[Sn](Cl)(Cl)(Cl)Cl.